From a dataset of NCI-60 drug combinations with 297,098 pairs across 59 cell lines. Regression. Given two drug SMILES strings and cell line genomic features, predict the synergy score measuring deviation from expected non-interaction effect. (1) Drug 1: CC(CN1CC(=O)NC(=O)C1)N2CC(=O)NC(=O)C2. Drug 2: CC1CCC2CC(C(=CC=CC=CC(CC(C(=O)C(C(C(=CC(C(=O)CC(OC(=O)C3CCCCN3C(=O)C(=O)C1(O2)O)C(C)CC4CCC(C(C4)OC)O)C)C)O)OC)C)C)C)OC. Cell line: SK-MEL-5. Synergy scores: CSS=19.3, Synergy_ZIP=-10.9, Synergy_Bliss=-2.03, Synergy_Loewe=-1.47, Synergy_HSA=0.815. (2) Drug 2: COC1=C2C(=CC3=C1OC=C3)C=CC(=O)O2. Drug 1: CC1C(C(CC(O1)OC2CC(CC3=C2C(=C4C(=C3O)C(=O)C5=C(C4=O)C(=CC=C5)OC)O)(C(=O)CO)O)N)O.Cl. Synergy scores: CSS=5.08, Synergy_ZIP=-4.24, Synergy_Bliss=-4.78, Synergy_Loewe=-8.37, Synergy_HSA=-4.89. Cell line: HOP-92. (3) Drug 1: CC1=C(C=C(C=C1)C(=O)NC2=CC(=CC(=C2)C(F)(F)F)N3C=C(N=C3)C)NC4=NC=CC(=N4)C5=CN=CC=C5. Drug 2: N.N.Cl[Pt+2]Cl. Cell line: OVCAR-4. Synergy scores: CSS=39.7, Synergy_ZIP=-0.371, Synergy_Bliss=-1.45, Synergy_Loewe=-2.93, Synergy_HSA=-2.23. (4) Drug 1: COC1=NC(=NC2=C1N=CN2C3C(C(C(O3)CO)O)O)N. Drug 2: C1CN1C2=NC(=NC(=N2)N3CC3)N4CC4. Cell line: EKVX. Synergy scores: CSS=4.74, Synergy_ZIP=-1.69, Synergy_Bliss=1.91, Synergy_Loewe=-2.41, Synergy_HSA=-0.352.